From a dataset of Peptide-MHC class I binding affinity with 185,985 pairs from IEDB/IMGT. Regression. Given a peptide amino acid sequence and an MHC pseudo amino acid sequence, predict their binding affinity value. This is MHC class I binding data. (1) The peptide sequence is STQQNKLVI. The MHC is HLA-A02:06 with pseudo-sequence HLA-A02:06. The binding affinity (normalized) is 0. (2) The peptide sequence is LERWHSLIKYL. The MHC is Mamu-A11 with pseudo-sequence Mamu-A11. The binding affinity (normalized) is 0.696. (3) The peptide sequence is ANIIVDSQYVM. The MHC is Mamu-B17 with pseudo-sequence Mamu-B17. The binding affinity (normalized) is 0. (4) The peptide sequence is GYGRVNAGK. The MHC is HLA-B44:02 with pseudo-sequence HLA-B44:02. The binding affinity (normalized) is 0.0847. (5) The peptide sequence is GDYKLVEIT. The MHC is Mamu-A11 with pseudo-sequence Mamu-A11. The binding affinity (normalized) is 0.640. (6) The peptide sequence is KLDDTGKKEL. The MHC is HLA-A68:02 with pseudo-sequence HLA-A68:02. The binding affinity (normalized) is 0.0325. (7) The peptide sequence is IILLFDFSI. The MHC is HLA-A02:01 with pseudo-sequence HLA-A02:01. The binding affinity (normalized) is 0.530.